From a dataset of Reaction yield outcomes from USPTO patents with 853,638 reactions. Predict the reaction yield, written as a fraction of the theoretical maximum amount of product (1.0 means a 100% yield; for example, 0.34 means a 34% yield). (1) The reactants are [F:1][C:2]1[CH:34]=[C:33]([F:35])[CH:32]=[CH:31][C:3]=1[O:4][C:5]1[CH:10]=[CH:9][C:8]([S:11]([CH3:14])(=[O:13])=[O:12])=[CH:7][C:6]=1[C:15]1[C:16]2[CH:25]=[C:24]([C:26](OCC)=[O:27])[NH:23][C:17]=2[C:18](=[O:22])[N:19]([CH3:21])[CH:20]=1.[H-].[Al+3].[Li+].[H-].[H-].[H-]. The catalyst is O1CCCC1. The product is [F:1][C:2]1[CH:34]=[C:33]([F:35])[CH:32]=[CH:31][C:3]=1[O:4][C:5]1[CH:10]=[CH:9][C:8]([S:11]([CH3:14])(=[O:12])=[O:13])=[CH:7][C:6]=1[C:15]1[C:16]2[CH:25]=[C:24]([CH2:26][OH:27])[NH:23][C:17]=2[C:18](=[O:22])[N:19]([CH3:21])[CH:20]=1. The yield is 0.550. (2) The reactants are [I:1][C:2]1[CH:3]=[C:4]([CH:8]=[C:9]([N+:11]([O-:13])=[O:12])[CH:10]=1)[C:5]([OH:7])=[O:6].O=S(Cl)Cl.[CH3:18]O. No catalyst specified. The product is [CH3:18][O:6][C:5](=[O:7])[C:4]1[CH:8]=[C:9]([N+:11]([O-:13])=[O:12])[CH:10]=[C:2]([I:1])[CH:3]=1. The yield is 0.990.